The task is: Predict the reactants needed to synthesize the given product.. This data is from Full USPTO retrosynthesis dataset with 1.9M reactions from patents (1976-2016). (1) The reactants are: Cl.Cl.[CH3:3][S:4]([N:7]1[CH2:16][CH2:15][C:14]2[C:9](=[CH:10][CH:11]=[C:12]([C:17]3[O:21][N:20]=[C:19]([CH2:22][CH:23]4[CH2:28][CH2:27][NH:26][CH2:25][CH2:24]4)[N:18]=3)[CH:13]=2)[CH2:8]1)(=[O:6])=[O:5].[C:29](=O)([O:35]C1C=CC([N+]([O-])=O)=CC=1)[O:30][C:31]1([CH3:34])[CH2:33][CH2:32]1.CCN(CC)CC. Given the product [CH3:3][S:4]([N:7]1[CH2:16][CH2:15][C:14]2[C:9](=[CH:10][CH:11]=[C:12]([C:17]3[O:21][N:20]=[C:19]([CH2:22][CH:23]4[CH2:28][CH2:27][N:26]([C:29]([O:30][C:31]5([CH3:34])[CH2:33][CH2:32]5)=[O:35])[CH2:25][CH2:24]4)[N:18]=3)[CH:13]=2)[CH2:8]1)(=[O:5])=[O:6], predict the reactants needed to synthesize it. (2) Given the product [C:8]1([C:5]2[CH:4]=[C:3]([CH2:2][NH:1][C:21](=[O:22])[NH:20][CH:14]3[CH2:19][CH2:18][CH2:17][CH2:16][CH2:15]3)[O:7][N:6]=2)[CH:9]=[CH:10][CH:11]=[CH:12][CH:13]=1, predict the reactants needed to synthesize it. The reactants are: [NH2:1][CH2:2][C:3]1[O:7][N:6]=[C:5]([C:8]2[CH:13]=[CH:12][CH:11]=[CH:10][CH:9]=2)[CH:4]=1.[CH:14]1([N:20]=[C:21]=[O:22])[CH2:19][CH2:18][CH2:17][CH2:16][CH2:15]1. (3) Given the product [F:25][C:26]1[CH:32]=[CH:31][C:29]([NH:30][CH:23]2[C:18]3[O:17][N:16]=[C:15]([C:5]4[CH:6]=[CH:7][C:8]([N:9]5[CH:13]=[C:12]([CH3:14])[N:11]=[CH:10]5)=[C:3]([O:2][CH3:1])[CH:4]=4)[C:19]=3[CH2:20][CH2:21][CH2:22]2)=[CH:28][CH:27]=1, predict the reactants needed to synthesize it. The reactants are: [CH3:1][O:2][C:3]1[CH:4]=[C:5]([C:15]2[C:19]3[CH2:20][CH2:21][CH2:22][C:23](=O)[C:18]=3[O:17][N:16]=2)[CH:6]=[CH:7][C:8]=1[N:9]1[CH:13]=[C:12]([CH3:14])[N:11]=[CH:10]1.[F:25][C:26]1[CH:32]=[CH:31][C:29]([NH2:30])=[CH:28][CH:27]=1.C(O)C.[BH4-].[Na+]. (4) The reactants are: [CH2:1]([O:8][C:9]([C@@:11]1([CH2:22][C:23]2[CH:28]=[CH:27][CH:26]=[C:25]([C:29]#[N:30])[CH:24]=2)[CH2:15][O:14][C@@H](C(C)(C)C)[N:12]1C=O)=[O:10])[C:2]1[CH:7]=[CH:6][CH:5]=[CH:4][CH:3]=1.CO.Cl. Given the product [CH2:1]([O:8][C:9](=[O:10])[C@:11]([NH2:12])([CH2:22][C:23]1[CH:28]=[CH:27][CH:26]=[C:25]([C:29]#[N:30])[CH:24]=1)[CH2:15][OH:14])[C:2]1[CH:3]=[CH:4][CH:5]=[CH:6][CH:7]=1, predict the reactants needed to synthesize it. (5) Given the product [I:1][C:2]1[CH:3]=[N:4][N:5]([CH2:13][C:12]2[CH:15]=[CH:16][C:9]([O:8][CH3:7])=[CH:10][CH:11]=2)[CH:6]=1, predict the reactants needed to synthesize it. The reactants are: [I:1][C:2]1[CH:3]=[N:4][NH:5][CH:6]=1.[CH3:7][O:8][C:9]1[CH:16]=[CH:15][C:12]([CH2:13]Br)=[CH:11][CH:10]=1.C(=O)([O-])[O-].[Cs+].[Cs+]. (6) Given the product [C:36]([C:40]1[CH:45]=[CH:44][C:43]([C:2]2[CH:35]=[CH:34][C:5]([CH2:6][C:7]3[N:8]([C:20]4[CH:25]=[CH:24][C:23]([N:26]5[S:30](=[O:31])(=[O:32])[NH:29][C:28](=[O:33])[CH2:27]5)=[CH:22][CH:21]=4)[CH:9]=[C:10]([C:12]4[CH:17]=[CH:16][C:15]([Cl:18])=[CH:14][C:13]=4[Cl:19])[N:11]=3)=[CH:4][CH:3]=2)=[CH:42][CH:41]=1)([CH3:39])([CH3:38])[CH3:37], predict the reactants needed to synthesize it. The reactants are: Br[C:2]1[CH:35]=[CH:34][C:5]([CH2:6][C:7]2[N:8]([C:20]3[CH:25]=[CH:24][C:23]([N:26]4[S:30](=[O:32])(=[O:31])[NH:29][C:28](=[O:33])[CH2:27]4)=[CH:22][CH:21]=3)[CH:9]=[C:10]([C:12]3[CH:17]=[CH:16][C:15]([Cl:18])=[CH:14][C:13]=3[Cl:19])[N:11]=2)=[CH:4][CH:3]=1.[C:36]([C:40]1[CH:45]=[CH:44][C:43](B(O)O)=[CH:42][CH:41]=1)([CH3:39])([CH3:38])[CH3:37].